Dataset: Peptide-MHC class I binding affinity with 185,985 pairs from IEDB/IMGT. Task: Regression. Given a peptide amino acid sequence and an MHC pseudo amino acid sequence, predict their binding affinity value. This is MHC class I binding data. The MHC is HLA-B27:03 with pseudo-sequence HLA-B27:03. The binding affinity (normalized) is 0.0847. The peptide sequence is HKELAITAL.